This data is from Forward reaction prediction with 1.9M reactions from USPTO patents (1976-2016). The task is: Predict the product of the given reaction. (1) The product is: [CH3:16][O:15][C:13](=[O:14])[C:4]1[CH:5]=[CH:6][C:7]([C:8]([F:11])([F:10])[F:9])=[N:3][C:2]=1[Br:17]. Given the reactants [K].[C:2](/[C:4](/[C:13]([O:15][CH3:16])=[O:14])=[CH:5]\[CH:6]=[C:7](/[O-])\[C:8]([F:11])([F:10])[F:9])#[N:3].[BrH:17].CCCCCC.C(OCC)(=O)C, predict the reaction product. (2) Given the reactants [CH2:1]([N:8]1[C:17](=[O:18])[C:16]2[C:11](=[CH:12][CH:13]=[C:14]([C:19]([O:21]C)=[O:20])[CH:15]=2)[NH:10][C:9]1=[O:23])[C:2]1[CH:7]=[CH:6][CH:5]=[CH:4][CH:3]=1.O1CCOCC1.O.Cl, predict the reaction product. The product is: [CH2:1]([N:8]1[C:17](=[O:18])[C:16]2[C:11](=[CH:12][CH:13]=[C:14]([C:19]([OH:21])=[O:20])[CH:15]=2)[NH:10][C:9]1=[O:23])[C:2]1[CH:3]=[CH:4][CH:5]=[CH:6][CH:7]=1. (3) Given the reactants [Cl:1][C:2]1[C:3]([F:25])=[C:4]([CH2:8][N:9]2[CH:13]=[CH:12][C:11]([N:14]3C(=O)C4C(=CC=CC=4)C3=O)=[N:10]2)[CH:5]=[CH:6][CH:7]=1.O.NN, predict the reaction product. The product is: [Cl:1][C:2]1[C:3]([F:25])=[C:4]([CH2:8][N:9]2[CH:13]=[CH:12][C:11]([NH2:14])=[N:10]2)[CH:5]=[CH:6][CH:7]=1. (4) Given the reactants [Cl:1][C:2]1[CH:7]=[CH:6][CH:5]=[CH:4][C:3]=1[C:8]1[N:17]=[C:16]([N:18]2[CH2:23][CH2:22][NH:21][CH2:20][C:19]2=[O:24])[C:15]2[C:10](=[CH:11][CH:12]=[CH:13][CH:14]=2)[N:9]=1.[CH2:25](I)[CH3:26], predict the reaction product. The product is: [Cl:1][C:2]1[CH:7]=[CH:6][CH:5]=[CH:4][C:3]=1[C:8]1[N:17]=[C:16]([N:18]2[CH2:23][CH2:22][N:21]([CH2:25][CH3:26])[CH2:20][C:19]2=[O:24])[C:15]2[C:10](=[CH:11][CH:12]=[CH:13][CH:14]=2)[N:9]=1. (5) Given the reactants [F:1][C:2]1[CH:3]=[C:4]([N+:9]([O-:11])=[O:10])[CH:5]=[CH:6][C:7]=1F.[CH3:12][S:13]([O-:15])=[O:14].[Na+], predict the reaction product. The product is: [F:1][C:2]1[CH:3]=[C:4]([N+:9]([O-:11])=[O:10])[CH:5]=[CH:6][C:7]=1[S:13]([CH3:12])(=[O:15])=[O:14]. (6) Given the reactants [CH2:1]([C:4]1[CH:9]=[CH:8][CH:7]=[CH:6][C:5]=1[NH:10][C:11]#[N:12])[CH2:2][CH3:3].C([O-])(=O)C.[Na+].C(O)(=O)C.[Br:22]Br, predict the reaction product. The product is: [Br:22][C:8]1[CH:7]=[CH:6][C:5]([NH:10][C:11]#[N:12])=[C:4]([CH2:1][CH2:2][CH3:3])[CH:9]=1. (7) Given the reactants C(N([CH2:6][CH3:7])CC)C.[C:8]1([CH3:18])[CH:13]=[CH:12][C:11]([S:14](Cl)(=[O:16])=[O:15])=[CH:10][CH:9]=1.[CH2:19]1[O:23][C@@H:22]2[C@@H:24]([OH:27])[CH2:25][O:26][C@@H:21]2[C@@H:20]1[OH:28], predict the reaction product. The product is: [CH3:18][C:8]1[CH:13]=[CH:12][C:11]([S:14]([O:28][C@@H:20]2[CH2:19][O:23][C@@H:22]3[C@@H:24]([O:27][S:14]([C:11]4[CH:12]=[CH:13][C:6]([CH3:7])=[CH:9][CH:10]=4)(=[O:16])=[O:15])[CH2:25][O:26][C@H:21]23)(=[O:16])=[O:15])=[CH:10][CH:9]=1. (8) Given the reactants [CH2:1]([NH:8][C:9](=[O:12])[CH2:10][Br:11])[C:2]1[CH:7]=[CH:6][CH:5]=[CH:4][CH:3]=1.BrCC(O)=O.C1(N)CCCCC1.CC#N.O, predict the reaction product. The product is: [Br:11][CH2:10][C:9]([NH:8][CH2:1][CH:2]1[CH2:7][CH2:6][CH2:5][CH2:4][CH2:3]1)=[O:12]. (9) The product is: [NH2:11][C:12]1[N:13]=[C:14]([N:23]2[CH2:24][CH2:25][N:26]([C:29](=[O:39])[CH2:30][O:31][C:32]3[CH:37]=[CH:36][C:35]([Cl:38])=[CH:34][CH:33]=3)[CH2:27][CH2:28]2)[C:15]2[N:21]=[C:20]([C:5]3[CH:6]=[CH:7][C:2]([Cl:1])=[CH:3][CH:4]=3)[CH:19]=[CH:18][C:16]=2[N:17]=1. Given the reactants [Cl:1][C:2]1[CH:7]=[CH:6][C:5](B(O)O)=[CH:4][CH:3]=1.[NH2:11][C:12]1[N:13]=[C:14]([N:23]2[CH2:28][CH2:27][N:26]([C:29](=[O:39])[CH2:30][O:31][C:32]3[CH:37]=[CH:36][C:35]([Cl:38])=[CH:34][CH:33]=3)[CH2:25][CH2:24]2)[C:15]2[N:21]=[C:20](Cl)[CH:19]=[CH:18][C:16]=2[N:17]=1, predict the reaction product. (10) The product is: [F:1][CH:2]([F:8])[C:3]([O:5][CH2:6][C:7]1[CH:14]=[CH:15][CH:10]=[CH:11][CH:12]=1)=[O:4]. Given the reactants [F:1][CH:2]([F:8])[C:3]([O:5][CH2:6][CH3:7])=[O:4].C(O)[C:10]1[CH:15]=[CH:14]C=[CH:12][CH:11]=1.B(F)(F)F.CCOCC, predict the reaction product.